From a dataset of Full USPTO retrosynthesis dataset with 1.9M reactions from patents (1976-2016). Predict the reactants needed to synthesize the given product. (1) Given the product [CH:62]([N:57]1[CH2:58][CH2:59][O:60][CH2:61][C@@H:56]1[C@@H:54]([OH:55])[C@@H:53]([NH:52][C:10](=[O:12])[C:9]1[CH:13]=[CH:14][CH:15]=[C:7]([C:5]([N:4]([CH2:1][CH2:2][CH3:3])[CH2:16][CH2:17][CH3:18])=[O:6])[CH:8]=1)[CH2:75][C:76]1[CH:77]=[C:78]([F:83])[CH:79]=[C:80]([F:82])[CH:81]=1)([C:63]1[CH:68]=[CH:67][CH:66]=[CH:65][CH:64]=1)[C:69]1[CH:74]=[CH:73][CH:72]=[CH:71][CH:70]=1, predict the reactants needed to synthesize it. The reactants are: [CH2:1]([N:4]([CH2:16][CH2:17][CH3:18])[C:5]([C:7]1[CH:8]=[C:9]([CH:13]=[CH:14][CH:15]=1)[C:10]([OH:12])=O)=[O:6])[CH2:2][CH3:3].CCN(C(C)C)C(C)C.CN(C(ON1N=NC2C=CC=NC1=2)=[N+](C)C)C.F[P-](F)(F)(F)(F)F.[NH2:52][C@@H:53]([CH2:75][C:76]1[CH:81]=[C:80]([F:82])[CH:79]=[C:78]([F:83])[CH:77]=1)[C@@H:54]([C@H:56]1[CH2:61][O:60][CH2:59][CH2:58][N:57]1[CH:62]([C:69]1[CH:74]=[CH:73][CH:72]=[CH:71][CH:70]=1)[C:63]1[CH:68]=[CH:67][CH:66]=[CH:65][CH:64]=1)[OH:55]. (2) Given the product [Cl:1][C:2]1[CH:7]=[C:6]([Cl:8])[CH:5]=[CH:4][C:3]=1[CH2:9][N:10]([CH:11]1[CH2:12][CH2:13][N:14]([C:17]([O:19][C:20]([CH3:23])([CH3:22])[CH3:21])=[O:18])[CH2:15][CH2:16]1)[C:42](=[O:43])[CH2:41][C:38]1[CH:39]=[CH:40][C:35]([O:34][CH3:33])=[CH:36][CH:37]=1, predict the reactants needed to synthesize it. The reactants are: [Cl:1][C:2]1[CH:7]=[C:6]([Cl:8])[CH:5]=[CH:4][C:3]=1[CH2:9][NH:10][CH:11]1[CH2:16][CH2:15][N:14]([C:17]([O:19][C:20]([CH3:23])([CH3:22])[CH3:21])=[O:18])[CH2:13][CH2:12]1.C(N(C(C)C)CC)(C)C.[CH3:33][O:34][C:35]1[CH:40]=[CH:39][C:38]([CH2:41][C:42](Cl)=[O:43])=[CH:37][CH:36]=1.O. (3) Given the product [CH3:11][O:12][C:13]1[CH:18]=[CH:17][C:16]([CH:1]([C:2]2[CH:7]=[CH:6][CH:5]=[CH:4][C:3]=2[O:8][CH3:9])[OH:10])=[CH:15][CH:14]=1, predict the reactants needed to synthesize it. The reactants are: [CH:1](=[O:10])[C:2]1[C:3]([O:8][CH3:9])=[CH:4][CH:5]=[CH:6][CH:7]=1.[CH3:11][O:12][C:13]1[CH:18]=[CH:17][C:16]([Mg]Br)=[CH:15][CH:14]=1.[NH4+].[Cl-]. (4) The reactants are: Cl.[N:2]1([CH:7]2[CH2:10][N:9]([CH2:11][CH:12]3[CH2:17][CH2:16][N:15]([C:18]([O:20][C:21](C)(C)[CH3:22])=[O:19])[CH2:14][CH2:13]3)[CH2:8]2)[CH:6]=[CH:5][CH:4]=[N:3]1.ClC(OCC)=O. Given the product [N:2]1([CH:7]2[CH2:10][N:9]([CH2:11][CH:12]3[CH2:13][CH2:14][N:15]([C:18]([O:20][CH2:21][CH3:22])=[O:19])[CH2:16][CH2:17]3)[CH2:8]2)[CH:6]=[CH:5][CH:4]=[N:3]1, predict the reactants needed to synthesize it. (5) Given the product [CH3:47][O:48][CH2:49][CH2:50][NH:51][C:11]([C:2]1[CH:3]=[CH:4][C:5]2[C:10](=[CH:9][CH:8]=[N:7][CH:6]=2)[N:1]=1)=[O:13], predict the reactants needed to synthesize it. The reactants are: [N:1]1[C:10]2[C:5](=[CH:6][N:7]=[CH:8][CH:9]=2)[CH:4]=[CH:3][C:2]=1[C:11]([OH:13])=O.C(N(CC)C(C)C)(C)C.F[P-](F)(F)(F)(F)F.N1(OC(N(C)C)=[N+](C)C)C2N=CC=CC=2N=N1.[CH3:47][O:48][CH2:49][CH2:50][NH2:51]. (6) Given the product [Cl:1][C:2]1[C:7]([N:25]2[CH2:30][CH2:29][CH2:28][C@H:27]([NH:31][C:32](=[O:38])[O:33][C:34]([CH3:36])([CH3:35])[CH3:37])[CH2:26]2)=[N:6][C:5]([N:9]2[C:17]3[CH:16]=[C:15]([C:18]4[CH:23]=[N:22][CH:21]=[C:20]([CH3:24])[N:19]=4)[N:14]=[CH:13][C:12]=3[CH:11]=[N:10]2)=[CH:4][CH:3]=1, predict the reactants needed to synthesize it. The reactants are: [Cl:1][C:2]1[CH:3]=[CH:4][C:5]([N:9]2[C:17]3[CH:16]=[C:15]([C:18]4[CH:23]=[N:22][CH:21]=[C:20]([CH3:24])[N:19]=4)[N:14]=[CH:13][C:12]=3[CH:11]=[N:10]2)=[N:6][C:7]=1F.[NH:25]1[CH2:30][CH2:29][CH2:28][C@H:27]([NH:31][C:32](=[O:38])[O:33][C:34]([CH3:37])([CH3:36])[CH3:35])[CH2:26]1.CN1CCOCC1.O. (7) The reactants are: [Cl:1][C:2]1[N:10]=[C:9]2[C:5]([N:6]=[CH:7][N:8]2[C@@H:11]2[O:25][C@H:24]([CH2:26][O:27][C:28](=[O:35])[C:29]3[CH:34]=[CH:33][CH:32]=[CH:31][CH:30]=3)[C@@H:14]([O:15][C:16](=[O:23])[C:17]3[CH:22]=[CH:21][CH:20]=[CH:19][CH:18]=3)[C@H:12]2[OH:13])=[C:4]([NH2:36])[N:3]=1.N1C=CC=CC=1.[O:43](S(C(F)(F)F)(=O)=O)[S:44]([C:47]([F:50])([F:49])[F:48])(=O)=[O:45]. Given the product [Cl:1][C:2]1[N:10]=[C:9]2[C:5]([N:6]=[CH:7][N:8]2[C@@H:11]2[O:25][C@H:24]([CH2:26][O:27][C:28](=[O:35])[C:29]3[CH:34]=[CH:33][CH:32]=[CH:31][CH:30]=3)[C@@H:14]([O:15][C:16](=[O:23])[C:17]3[CH:22]=[CH:21][CH:20]=[CH:19][CH:18]=3)[C@H:12]2[O:13][S:44]([C:47]([F:50])([F:49])[F:48])(=[O:45])=[O:43])=[C:4]([NH2:36])[N:3]=1, predict the reactants needed to synthesize it. (8) Given the product [CH:1]1([C:4]2[CH:8]=[C:7]([NH:9][C:24](=[O:25])[O:26][C:27]3[CH:32]=[CH:31][CH:30]=[CH:29][CH:28]=3)[N:6]([C:10]3[CH:15]=[CH:14][CH:13]=[CH:12][CH:11]=3)[N:5]=2)[CH2:3][CH2:2]1, predict the reactants needed to synthesize it. The reactants are: [CH:1]1([C:4]2[CH:8]=[C:7]([NH2:9])[N:6]([C:10]3[CH:15]=[CH:14][CH:13]=[CH:12][CH:11]=3)[N:5]=2)[CH2:3][CH2:2]1.C(N(CC)CC)C.Cl[C:24]([O:26][C:27]1[CH:32]=[CH:31][CH:30]=[CH:29][CH:28]=1)=[O:25]. (9) Given the product [CH:20]1([CH2:19][O:15][CH2:14][CH:11]2[CH2:12][CH2:13][N:8]([C:1]([O:3][C:4]([CH3:7])([CH3:6])[CH3:5])=[O:2])[CH2:9][CH2:10]2)[CH2:22][CH2:21]1, predict the reactants needed to synthesize it. The reactants are: [C:1]([N:8]1[CH2:13][CH2:12][CH:11]([CH2:14][OH:15])[CH2:10][CH2:9]1)([O:3][C:4]([CH3:7])([CH3:6])[CH3:5])=[O:2].[H-].[Na+].Br[CH2:19][CH:20]1[CH2:22][CH2:21]1. (10) Given the product [C:16]([O:15][C:13]([NH:1][CH:2]([C:6]1[CH:11]=[CH:10][C:9]([F:12])=[CH:8][CH:7]=1)[C:3]([OH:5])=[O:4])=[O:14])([CH3:19])([CH3:18])[CH3:17], predict the reactants needed to synthesize it. The reactants are: [NH2:1][CH:2]([C:6]1[CH:11]=[CH:10][C:9]([F:12])=[CH:8][CH:7]=1)[C:3]([OH:5])=[O:4].[C:13](O[C:13]([O:15][C:16]([CH3:19])([CH3:18])[CH3:17])=[O:14])([O:15][C:16]([CH3:19])([CH3:18])[CH3:17])=[O:14].